This data is from Catalyst prediction with 721,799 reactions and 888 catalyst types from USPTO. The task is: Predict which catalyst facilitates the given reaction. Reactant: [NH2:1][CH:2]1[CH2:7][CH2:6][N:5]([CH2:8][C@H:9]2[N:19]3[C:20]4[N:11]([C:12](=[O:22])[CH:13]=[CH:14][C:15]=4[N:16]=[CH:17][C:18]3=[O:21])[CH2:10]2)[CH2:4][CH2:3]1.[F:23][C:24]1[C:29]2[O:30][CH2:31][CH2:32][O:33][C:28]=2[CH:27]=[C:26]([CH:34]=O)[CH:25]=1.C(O[BH-](OC(=O)C)OC(=O)C)(=O)C.[Na+].C([O-])(O)=O.[Na+].C(Cl)(Cl)[Cl:56]. Product: [ClH:56].[F:23][C:24]1[C:29]2[O:30][CH2:31][CH2:32][O:33][C:28]=2[CH:27]=[C:26]([CH2:34][NH:1][CH:2]2[CH2:7][CH2:6][N:5]([CH2:8][C@H:9]3[N:19]4[C:20]5[N:11]([C:12](=[O:22])[CH:13]=[CH:14][C:15]=5[N:16]=[CH:17][C:18]4=[O:21])[CH2:10]3)[CH2:4][CH2:3]2)[CH:25]=1. The catalyst class is: 5.